This data is from Full USPTO retrosynthesis dataset with 1.9M reactions from patents (1976-2016). The task is: Predict the reactants needed to synthesize the given product. (1) The reactants are: [C:1](Cl)(=[O:4])[CH2:2][CH3:3].C(N(CC)CC)C.[C:13]1([CH3:20])[C:18]([OH:19])=[CH:17][CH:16]=[CH:15][CH:14]=1. Given the product [C:1]([O:19][C:18]1[CH:17]=[CH:16][CH:15]=[CH:14][C:13]=1[CH3:20])(=[O:4])[CH2:2][CH3:3], predict the reactants needed to synthesize it. (2) Given the product [F:18][C:2]([F:1])([F:17])[C:3]([NH:6][C:7]1[N:16]=[CH:15][CH:14]=[CH:13][C:8]=1[C:9]([OH:11])=[O:10])([CH3:5])[CH3:4], predict the reactants needed to synthesize it. The reactants are: [F:1][C:2]([F:18])([F:17])[C:3]([NH:6][C:7]1[N:16]=[CH:15][CH:14]=[CH:13][C:8]=1[C:9]([O:11]C)=[O:10])([CH3:5])[CH3:4].[OH-].[K+].